Dataset: Peptide-MHC class II binding affinity with 134,281 pairs from IEDB. Task: Regression. Given a peptide amino acid sequence and an MHC pseudo amino acid sequence, predict their binding affinity value. This is MHC class II binding data. (1) The peptide sequence is TLELLYADTVAFCFR. The MHC is DRB1_1201 with pseudo-sequence DRB1_1201. The binding affinity (normalized) is 0.188. (2) The peptide sequence is PTPKGTVMDIISRKDQR. The MHC is DRB1_0401 with pseudo-sequence DRB1_0401. The binding affinity (normalized) is 0.531. (3) The peptide sequence is TKETETEAPAAPAEG. The MHC is DRB1_0101 with pseudo-sequence DRB1_0101. The binding affinity (normalized) is 0.102. (4) The peptide sequence is SSKVTITDTTIGTGD. The MHC is HLA-DPA10103-DPB10401 with pseudo-sequence HLA-DPA10103-DPB10401. The binding affinity (normalized) is 0. (5) The peptide sequence is GWLCKMHTGIVRDKK. The MHC is H-2-IEd with pseudo-sequence H-2-IEd. The binding affinity (normalized) is 0.487. (6) The binding affinity (normalized) is 0.167. The MHC is DRB1_0401 with pseudo-sequence DRB1_0401. The peptide sequence is RIIAGTLEVHAVKPA. (7) The peptide sequence is FSGVAATESAYLAYR. The MHC is DRB1_0301 with pseudo-sequence DRB1_0301. The binding affinity (normalized) is 0.210. (8) The peptide sequence is LNVTSEDLGKTFSVG. The MHC is DRB1_0801 with pseudo-sequence DRB1_0801. The binding affinity (normalized) is 0.196. (9) The peptide sequence is AHLAEENEGDNACKR. The MHC is DRB1_0301 with pseudo-sequence DRB1_0301. The binding affinity (normalized) is 0.217. (10) The peptide sequence is MASHIHLVIHRIRTL. The MHC is DRB1_1101 with pseudo-sequence DRB1_1101. The binding affinity (normalized) is 0.744.